This data is from Retrosynthesis with 50K atom-mapped reactions and 10 reaction types from USPTO. The task is: Predict the reactants needed to synthesize the given product. The reactants are: CCOC(=O)Cc1nc2ccc(Br)cc2s1.OB(O)c1ccnc(F)c1. Given the product CCOC(=O)Cc1nc2ccc(-c3ccnc(F)c3)cc2s1, predict the reactants needed to synthesize it.